From a dataset of Reaction yield outcomes from USPTO patents with 853,638 reactions. Predict the reaction yield, written as a fraction of the theoretical maximum amount of product (1.0 means a 100% yield; for example, 0.34 means a 34% yield). (1) The reactants are [CH:1]1([N:5]2[C:9]3[CH:10]=[C:11]([C:14](O)([CH3:16])[CH3:15])[CH:12]=[CH:13][C:8]=3[N:7]=[C:6]2[NH:18][C:19](=[O:25])[C@@H:20]([CH3:24])[CH:21]([CH3:23])[CH3:22])[CH2:4][CH2:3][CH2:2]1.C(O)(C(F)(F)F)=O.C([SiH](CC)CC)C.CO. The catalyst is ClCCl. The product is [CH:1]1([N:5]2[C:9]3[CH:10]=[C:11]([CH:14]([CH3:15])[CH3:16])[CH:12]=[CH:13][C:8]=3[N:7]=[C:6]2[NH:18][C:19](=[O:25])[C@@H:20]([CH3:24])[CH:21]([CH3:23])[CH3:22])[CH2:2][CH2:3][CH2:4]1. The yield is 0.630. (2) The reactants are [CH2:1]([O:3][C:4]1[C:8]([CH2:9][CH2:10][CH2:11][OH:12])=[CH:7][N:6]([C:13]2[CH:18]=[CH:17][C:16]([C:19]([F:22])([F:21])[F:20])=[CH:15][N:14]=2)[N:5]=1)[CH3:2].O[C:24]1[CH:37]=[CH:36][C:27]([O:28][C:29]([CH3:35])([CH3:34])[C:30]([O:32]C)=[O:31])=[CH:26][CH:25]=1.C1(P(C2C=CC=CC=2)C2C=CC=CC=2)C=CC=CC=1.N(C(OCC)=O)=NC(OCC)=O. The catalyst is C1(C)C=CC=CC=1.O1CCCC1. The product is [CH2:1]([O:3][C:4]1[C:8]([CH2:9][CH2:10][CH2:11][O:12][C:24]2[CH:37]=[CH:36][C:27]([O:28][C:29]([CH3:34])([CH3:35])[C:30]([OH:32])=[O:31])=[CH:26][CH:25]=2)=[CH:7][N:6]([C:13]2[CH:18]=[CH:17][C:16]([C:19]([F:21])([F:20])[F:22])=[CH:15][N:14]=2)[N:5]=1)[CH3:2]. The yield is 0.710.